This data is from Forward reaction prediction with 1.9M reactions from USPTO patents (1976-2016). The task is: Predict the product of the given reaction. (1) Given the reactants C(Cl)Cl.[Cl:4][C:5]1[C:6]([CH:16]([S:25][C:26]2[CH:31]=[CH:30][C:29]([Cl:32])=[CH:28][CH:27]=2)[C:17]2[CH:22]=[C:21]([F:23])[CH:20]=[CH:19][C:18]=2[F:24])=[CH:7][C:8]([NH:11][S:12]([CH3:15])(=[O:14])=[O:13])=[N:9][CH:10]=1.ClC1C=CC=C(C(OO)=[O:41])C=1.S([O-])([O-])(=O)=S.[Na+].[Na+], predict the reaction product. The product is: [Cl:4][C:5]1[C:6]([CH:16]([S:25]([C:26]2[CH:31]=[CH:30][C:29]([Cl:32])=[CH:28][CH:27]=2)=[O:41])[C:17]2[CH:22]=[C:21]([F:23])[CH:20]=[CH:19][C:18]=2[F:24])=[CH:7][C:8]([NH:11][S:12]([CH3:15])(=[O:13])=[O:14])=[N:9][CH:10]=1. (2) Given the reactants [I:1][C:2]1[C:10]2[C:5](=[C:6]([N+:11]([O-:13])=[O:12])[CH:7]=[CH:8][CH:9]=2)[NH:4][N:3]=1.[OH-].[K+].[CH3:16][O:17][C:18]1[CH:25]=[CH:24][C:21]([CH2:22]Cl)=[CH:20][CH:19]=1, predict the reaction product. The product is: [I:1][C:2]1[C:10]2[C:5](=[C:6]([N+:11]([O-:13])=[O:12])[CH:7]=[CH:8][CH:9]=2)[N:4]([CH2:22][C:21]2[CH:24]=[CH:25][C:18]([O:17][CH3:16])=[CH:19][CH:20]=2)[N:3]=1.